This data is from Full USPTO retrosynthesis dataset with 1.9M reactions from patents (1976-2016). The task is: Predict the reactants needed to synthesize the given product. (1) Given the product [Cl:17][C:13]1[N:12]=[C:11]([NH:28][C@H:26]([C:23]2[CH:22]=[CH:21][C:20]([F:19])=[CH:25][N:24]=2)[CH3:27])[CH:16]=[N:15][CH:14]=1, predict the reactants needed to synthesize it. The reactants are: CCN(C(C)C)C(C)C.Cl[C:11]1[CH:16]=[N:15][CH:14]=[C:13]([Cl:17])[N:12]=1.Cl.[F:19][C:20]1[CH:21]=[CH:22][C:23]([C@@H:26]([NH2:28])[CH3:27])=[N:24][CH:25]=1. (2) Given the product [ClH:20].[ClH:20].[CH3:6][C:7]1[C:8]([NH2:16])=[C:9]([N:10]([CH3:12])[CH3:11])[CH:13]=[CH:14][CH:15]=1, predict the reactants needed to synthesize it. The reactants are: S(=O)(=O)(O)O.[CH3:6][C:7]1[CH:8]=[C:9]([CH:13]=[CH:14][CH:15]=1)[N:10]([CH3:12])[CH3:11].[N:16]([O-])=O.[Na+].[ClH:20].